Dataset: Full USPTO retrosynthesis dataset with 1.9M reactions from patents (1976-2016). Task: Predict the reactants needed to synthesize the given product. (1) Given the product [CH3:2][C:3]1[N:4]=[C:5]([C:13]2[CH:14]=[CH:15][CH:16]=[CH:17][CH:18]=2)[N:6]2[C:11]=1[CH:10]=[N:9][C:8]([NH:12][C:20]1[CH:25]=[CH:24][CH:23]=[C:22]([C:26]([F:29])([F:28])[F:27])[CH:21]=1)=[N:7]2, predict the reactants needed to synthesize it. The reactants are: Cl.[CH3:2][C:3]1[N:4]=[C:5]([C:13]2[CH:18]=[CH:17][CH:16]=[CH:15][CH:14]=2)[N:6]2[C:11]=1[CH:10]=[N:9][C:8]([NH2:12])=[N:7]2.I[C:20]1[CH:25]=[CH:24][CH:23]=[C:22]([C:26]([F:29])([F:28])[F:27])[CH:21]=1.C(P(C(C)(C)C)C1C=CC=CC=1C1C=CC=CC=1)(C)(C)C.CC(C)([O-])C.[Na+]. (2) Given the product [CH2:1]([O:3][C:4]([C:6]1[NH:7][CH:8]=[C:9]2[CH:18]([C:19]3[O:20][C:21]([S:24][C:25]4[NH:29][C:28]5[CH:30]=[CH:31][C:32]([OH:34])=[CH:33][C:27]=5[N:26]=4)=[CH:22][CH:23]=3)[C:17]3[C:16](=[O:42])[CH2:15][CH2:14][CH2:13][C:12]=3[NH:11][C:10]=12)=[O:5])[CH3:2], predict the reactants needed to synthesize it. The reactants are: [CH2:1]([O:3][C:4]([C:6]1[NH:7][CH:8]=[C:9]2[CH:18]([C:19]3[O:20][C:21]([S:24][C:25]4[NH:29][C:28]5[CH:30]=[CH:31][C:32]([O:34][Si](C(C)(C)C)(C)C)=[CH:33][C:27]=5[N:26]=4)=[CH:22][CH:23]=3)[C:17]3[C:16](=[O:42])[CH2:15][CH2:14][CH2:13][C:12]=3[NH:11][C:10]=12)=[O:5])[CH3:2].CCCC[N+](CCCC)(CCCC)CCCC.[F-]. (3) Given the product [CH3:15][O:1][C:2]1[CH:3]=[C:4]([N+:12]([O-:14])=[O:13])[C:5]([CH3:6])=[C:24]([CH:10]=1)[C:23]([O:26][CH3:27])=[O:25], predict the reactants needed to synthesize it. The reactants are: [OH:1][C:2]1[CH:3]=[C:4]([N+:12]([O-:14])=[O:13])[C:5](C)=[C:6]([CH:10]=1)C(O)=O.[C:15](=O)([O-])[O-].[Na+].[Na+].CI.[C:23]([O:26][CH2:27]C)(=[O:25])[CH3:24]. (4) Given the product [C:48]1([P:41](=[O:3])([C:35]2[CH:36]=[CH:37][CH:38]=[CH:39][CH:40]=2)[C:42]2[CH:47]=[CH:46][CH:45]=[CH:44][CH:43]=2)[CH:49]=[CH:50][CH:51]=[CH:52][CH:53]=1, predict the reactants needed to synthesize it. The reactants are: CC[O:3]C(/N=N/C(OCC)=O)=O.C(OC(=O)CCCCCCCCCCCO)C1C=CC=CC=1.[C:35]1([P:41]([C:48]2[CH:53]=[CH:52][CH:51]=[CH:50][CH:49]=2)[C:42]2[CH:47]=[CH:46][CH:45]=[CH:44][CH:43]=2)[CH:40]=[CH:39][CH:38]=[CH:37][CH:36]=1.ON1C(=O)C2=CC=CC=C2C1=O. (5) The reactants are: [OH:1][C@@H:2]1[CH2:6][CH2:5][CH2:4][C@H:3]1[O:7][C:8]1[C:13]2[C:14]([O:17][CH2:18][CH:19]3[CH2:24][CH2:23][N:22]([C:25]([O:27][C:28]([CH3:31])([CH3:30])[CH3:29])=[O:26])[CH2:21][CH2:20]3)=[N:15][O:16][C:12]=2[CH:11]=[CH:10][CH:9]=1.C(=O)(O)[O-].[Na+].ClN1C(=O)CCC1=O. Given the product [O:1]=[C:2]1[CH2:6][CH2:5][CH2:4][CH:3]1[O:7][C:8]1[C:13]2[C:14]([O:17][CH2:18][CH:19]3[CH2:24][CH2:23][N:22]([C:25]([O:27][C:28]([CH3:31])([CH3:30])[CH3:29])=[O:26])[CH2:21][CH2:20]3)=[N:15][O:16][C:12]=2[CH:11]=[CH:10][CH:9]=1, predict the reactants needed to synthesize it. (6) Given the product [CH:1]1([C:4]([NH:6][C:7]2[S:8][C:9]3[CH:15]=[C:14]([O:16][S:17]([C:20]4[CH:25]=[CH:24][C:23]([NH:37][CH:30]5[CH2:29][C:28]([CH3:38])([CH3:27])[N:33]([OH:40])[C:32]([CH3:36])([CH3:35])[CH2:31]5)=[CH:22][CH:21]=4)(=[O:19])=[O:18])[CH:13]=[CH:12][C:10]=3[N:11]=2)=[O:5])[CH2:3][CH2:2]1, predict the reactants needed to synthesize it. The reactants are: [CH:1]1([C:4]([NH:6][C:7]2[S:8][C:9]3[CH:15]=[C:14]([O:16][S:17]([C:20]4[CH:25]=[CH:24][C:23](F)=[CH:22][CH:21]=4)(=[O:19])=[O:18])[CH:13]=[CH:12][C:10]=3[N:11]=2)=[O:5])[CH2:3][CH2:2]1.[CH3:27][C:28]1([CH3:38])[N:33]([O])[C:32]([CH3:36])([CH3:35])[CH2:31][CH:30]([NH2:37])[CH2:29]1.C(=O)([O-])[O-:40].[Cs+].[Cs+]. (7) Given the product [CH3:1][O:2][C:3]1[CH:4]=[C:5]2[C:7]([C:15](=[O:16])[C:14]([C:13]([O:12][CH2:10][CH3:11])=[O:24])=[CH:20][NH:6]2)=[CH:8][CH:9]=1, predict the reactants needed to synthesize it. The reactants are: [CH3:1][O:2][C:3]1[CH:4]=[C:5]([CH:7]=[CH:8][CH:9]=1)[NH2:6].[CH2:10]([O:12][C:13](=[O:24])[C:14](=[CH:20]OCC)[C:15](OCC)=[O:16])[CH3:11].C1C=CC(C2C=CC=CC=2)=CC=1.C1C=CC(OC2C=CC=CC=2)=CC=1.